From a dataset of Reaction yield outcomes from USPTO patents with 853,638 reactions. Predict the reaction yield, written as a fraction of the theoretical maximum amount of product (1.0 means a 100% yield; for example, 0.34 means a 34% yield). The reactants are [NH2:1][C:2]1[C:10]2[C:5](=[N:6][CH:7]=[C:8]([Br:25])[C:9]=2[N:11]2[CH2:16][CH2:15][CH2:14][C@@H:13]([NH:17][C:18](=[O:24])[O:19][C:20]([CH3:23])([CH3:22])[CH3:21])[CH2:12]2)[NH:4][CH:3]=1.[F:26][CH2:27][CH2:28][C:29](O)=[O:30].C1N(P(Cl)(N2C(=O)OCC2)=O)C(=O)OC1.C(N(CC)CC)C.[Li+].[OH-]. The catalyst is C(Cl)Cl.CC#N.O.O. The product is [Br:25][C:8]1[C:9]([N:11]2[CH2:16][CH2:15][CH2:14][C@@H:13]([NH:17][C:18](=[O:24])[O:19][C:20]([CH3:21])([CH3:22])[CH3:23])[CH2:12]2)=[C:10]2[C:2]([NH:1][C:29](=[O:30])[CH2:28][CH2:27][F:26])=[CH:3][NH:4][C:5]2=[N:6][CH:7]=1. The yield is 0.150.